Dataset: Full USPTO retrosynthesis dataset with 1.9M reactions from patents (1976-2016). Task: Predict the reactants needed to synthesize the given product. (1) The reactants are: [CH3:1][O:2][C:3]1[CH:11]=[CH:10][C:6]([C:7]([OH:9])=[O:8])=[CH:5][CH:4]=1.CN(CCN(C)C)C.[Li]C(CC)C.[F:25][C:26]1[CH:35]=[CH:34][CH:33]=[CH:32][C:27]=1[C:28](OC)=[O:29]. Given the product [F:25][C:26]1[CH:35]=[CH:34][CH:33]=[CH:32][C:27]=1[C:28]([C:10]1[CH:11]=[C:3]([O:2][CH3:1])[CH:4]=[CH:5][C:6]=1[C:7]([OH:9])=[O:8])=[O:29], predict the reactants needed to synthesize it. (2) Given the product [CH3:17][C:7]1[CH:12]=[CH:11][C:10]([S:13]([O:6][CH2:1][CH2:2][CH2:3][CH2:4][CH3:5])(=[O:15])=[O:14])=[CH:9][CH:8]=1, predict the reactants needed to synthesize it. The reactants are: [CH2:1]([OH:6])[CH2:2][CH2:3][CH2:4][CH3:5].[C:7]1([CH3:17])[CH:12]=[CH:11][C:10]([S:13](Cl)(=[O:15])=[O:14])=[CH:9][CH:8]=1. (3) Given the product [OH:21][C@@H:20]1[C@H:19]([OH:23])[C@@H:18]([NH:26][C:27](=[O:30])[CH2:28][CH3:29])[CH2:17][C@H:16]1[N:13]1[CH:12]=[N:11][C:10]2[C:14]1=[N:15][C:7]([N:4]1[CH2:5][CH2:6][C@@H:2]([NH:1][C:51]([N:48]3[CH:47]=[CH:46][N:50]=[CH:49]3)=[O:52])[CH2:3]1)=[N:8][C:9]=2[NH:31][CH2:32][CH:33]([C:34]1[CH:39]=[CH:38][CH:37]=[CH:36][CH:35]=1)[C:40]1[CH:45]=[CH:44][CH:43]=[CH:42][CH:41]=1, predict the reactants needed to synthesize it. The reactants are: [NH2:1][C@@H:2]1[CH2:6][CH2:5][N:4]([C:7]2[N:15]=[C:14]3[C:10]([N:11]=[CH:12][N:13]3[C@H:16]3[C@@H:20]4[O:21]C(C)(C)[O:23][C@@H:19]4[C@@H:18]([NH:26][C:27](=[O:30])[CH2:28][CH3:29])[CH2:17]3)=[C:9]([NH:31][CH2:32][CH:33]([C:40]3[CH:45]=[CH:44][CH:43]=[CH:42][CH:41]=3)[C:34]3[CH:39]=[CH:38][CH:37]=[CH:36][CH:35]=3)[N:8]=2)[CH2:3]1.[CH:46]1[N:50]=[CH:49][N:48]([C:51](N2C=NC=C2)=[O:52])[CH:47]=1. (4) Given the product [CH2:1]([O:8][N:9]=[C:10]1[CH2:14][N:13]([C:15]([C:31]2[C:26](=[O:25])[O:27][C:28]([CH2:35][CH2:36][CH2:37][CH2:38][CH3:39])=[CH:29][CH:30]=2)=[O:17])[C@H:12]([C:22]([NH:50][C:44]2[N:43]=[C:42]([O:41][CH3:40])[CH:47]=[C:46]([O:48][CH3:49])[N:45]=2)=[O:24])[CH2:11]1)[C:2]1[CH:3]=[CH:4][CH:5]=[CH:6][CH:7]=1, predict the reactants needed to synthesize it. The reactants are: [CH2:1]([O:8]/[N:9]=[C:10]1\[CH2:11][C@@H:12]([C:22]([OH:24])=O)[N:13]([C:15]([O:17]C(C)(C)C)=O)[CH2:14]\1)[C:2]1[CH:7]=[CH:6][CH:5]=[CH:4][CH:3]=1.[O:25]=[C:26]1[C:31](C(Cl)=O)=[CH:30][CH:29]=[C:28]([CH2:35][CH2:36][CH2:37][CH2:38][CH3:39])[O:27]1.[CH3:40][O:41][C:42]1[CH:47]=[C:46]([O:48][CH3:49])[N:45]=[C:44]([NH2:50])[N:43]=1. (5) The reactants are: [CH3:1][O:2][C:3](=[O:15])[C:4]1[CH:9]=[CH:8][C:7]([CH2:10][N:11]=[N+]=[N-])=[N:6][C:5]=1[Cl:14].C1(P(C2C=CC=CC=2)C2C=CC=CC=2)C=CC=CC=1. Given the product [CH3:1][O:2][C:3](=[O:15])[C:4]1[CH:9]=[CH:8][C:7]([CH2:10][NH2:11])=[N:6][C:5]=1[Cl:14], predict the reactants needed to synthesize it. (6) Given the product [CH3:1][C:2]1[C:6]2[N:7]=[C:8]([C:18]3[CH:22]=[CH:23][C:15]([C:14]([F:25])([F:24])[F:13])=[CH:16][CH:17]=3)[O:9][C:10](=[O:11])[C:5]=2[S:4][CH:3]=1, predict the reactants needed to synthesize it. The reactants are: [CH3:1][C:2]1[C:6]2[NH:7][C:8](=O)[O:9][C:10](=[O:11])[C:5]=2[S:4][CH:3]=1.[F:13][C:14]([F:25])([F:24])[C:15]1[CH:23]=[CH:22][C:18](C(Cl)=O)=[CH:17][CH:16]=1.Cl.